This data is from NCI-60 drug combinations with 297,098 pairs across 59 cell lines. The task is: Regression. Given two drug SMILES strings and cell line genomic features, predict the synergy score measuring deviation from expected non-interaction effect. (1) Drug 1: C1=C(C(=O)NC(=O)N1)N(CCCl)CCCl. Drug 2: C#CCC(CC1=CN=C2C(=N1)C(=NC(=N2)N)N)C3=CC=C(C=C3)C(=O)NC(CCC(=O)O)C(=O)O. Cell line: SF-295. Synergy scores: CSS=36.0, Synergy_ZIP=0.979, Synergy_Bliss=7.77, Synergy_Loewe=9.09, Synergy_HSA=9.27. (2) Drug 1: C1CC(=O)NC(=O)C1N2C(=O)C3=CC=CC=C3C2=O. Drug 2: CC1C(C(CC(O1)OC2CC(CC3=C2C(=C4C(=C3O)C(=O)C5=C(C4=O)C(=CC=C5)OC)O)(C(=O)CO)O)N)O.Cl. Cell line: CCRF-CEM. Synergy scores: CSS=43.4, Synergy_ZIP=2.33, Synergy_Bliss=1.67, Synergy_Loewe=-26.6, Synergy_HSA=2.13. (3) Drug 1: C1=CC(=CC=C1CCC2=CNC3=C2C(=O)NC(=N3)N)C(=O)NC(CCC(=O)O)C(=O)O. Drug 2: C1C(C(OC1N2C=NC3=C2NC=NCC3O)CO)O. Cell line: NCI-H322M. Synergy scores: CSS=26.0, Synergy_ZIP=-2.55, Synergy_Bliss=9.99, Synergy_Loewe=8.50, Synergy_HSA=12.5. (4) Drug 1: C1=NC2=C(N1)C(=S)N=C(N2)N. Drug 2: CN(CCCl)CCCl.Cl. Cell line: HCT116. Synergy scores: CSS=50.1, Synergy_ZIP=-3.80, Synergy_Bliss=-1.17, Synergy_Loewe=-1.41, Synergy_HSA=2.10. (5) Drug 1: CN1CCC(CC1)COC2=C(C=C3C(=C2)N=CN=C3NC4=C(C=C(C=C4)Br)F)OC. Drug 2: C1=C(C(=O)NC(=O)N1)N(CCCl)CCCl. Cell line: HL-60(TB). Synergy scores: CSS=58.7, Synergy_ZIP=2.68, Synergy_Bliss=-7.22, Synergy_Loewe=-14.8, Synergy_HSA=-11.3. (6) Drug 1: C1CCC(C(C1)N)N.C(=O)(C(=O)[O-])[O-].[Pt+4]. Drug 2: C(CCl)NC(=O)N(CCCl)N=O. Cell line: DU-145. Synergy scores: CSS=27.7, Synergy_ZIP=-8.56, Synergy_Bliss=-1.61, Synergy_Loewe=-5.79, Synergy_HSA=-5.42.